From a dataset of Catalyst prediction with 721,799 reactions and 888 catalyst types from USPTO. Predict which catalyst facilitates the given reaction. (1) Reactant: C(NC(C)C)(C)C.[Li]CCCC.CCCCCC.[CH3:19][CH:20]1[N:25]([CH2:26][C:27]2[CH:32]=[CH:31][CH:30]=[CH:29][CH:28]=2)[CH:24]([C:33]#[N:34])[CH2:23][CH2:22][CH2:21]1.[O:35]=[C:36]1[CH2:39][N:38]([C:40]([O:42][C:43]([CH3:46])([CH3:45])[CH3:44])=[O:41])[CH2:37]1. Product: [C:33]([C:24]1([C:36]2([OH:35])[CH2:37][N:38]([C:40]([O:42][C:43]([CH3:45])([CH3:44])[CH3:46])=[O:41])[CH2:39]2)[CH2:23][CH2:22][CH2:21][CH:20]([CH3:19])[N:25]1[CH2:26][C:27]1[CH:32]=[CH:31][CH:30]=[CH:29][CH:28]=1)#[N:34]. The catalyst class is: 1. (2) The catalyst class is: 18. Product: [CH3:16][NH:17][C:18](=[O:33])[C:19]1[CH:24]=[CH:23][C:22]([N:25]2[C:2](=[S:3])[N:1]([C:4]3[CH:11]=[CH:10][C:7]([C:8]#[N:9])=[C:6]([C:12]([F:13])([F:15])[F:14])[CH:5]=3)[C:30](=[O:35])[C:26]32[CH2:29][CH2:28][CH2:27]3)=[CH:21][C:20]=1[F:32]. Reactant: [N:1]([C:4]1[CH:11]=[CH:10][C:7]([C:8]#[N:9])=[C:6]([C:12]([F:15])([F:14])[F:13])[CH:5]=1)=[C:2]=[S:3].[CH3:16][NH:17][C:18](=[O:33])[C:19]1[CH:24]=[CH:23][C:22]([NH:25][C:26]2([C:30]#N)[CH2:29][CH2:28][CH2:27]2)=[CH:21][C:20]=1[F:32].C[OH:35].Cl. (3) Reactant: [H-].[Al+3].[Li+].[H-].[H-].[H-].C([O:9][C:10](=O)[C:11]1[CH:16]=[CH:15][C:14]([NH:17][S:18]([C:21]2[CH:26]=[CH:25][CH:24]=[C:23]([Cl:27])[C:22]=2[Cl:28])(=[O:20])=[O:19])=[C:13]([S:29](=[O:32])(=[O:31])[NH2:30])[CH:12]=1)C. Product: [Cl:28][C:22]1[C:23]([Cl:27])=[CH:24][CH:25]=[CH:26][C:21]=1[S:18]([NH:17][C:14]1[CH:15]=[CH:16][C:11]([CH2:10][OH:9])=[CH:12][C:13]=1[S:29]([NH2:30])(=[O:32])=[O:31])(=[O:20])=[O:19]. The catalyst class is: 1.